From a dataset of Full USPTO retrosynthesis dataset with 1.9M reactions from patents (1976-2016). Predict the reactants needed to synthesize the given product. (1) Given the product [F:18][C:19]1[CH:25]=[CH:24][C:22]([NH:23][C:3]2[CH:2]=[C:1]([NH:17][C:14]3[CH:13]=[C:12]([CH3:11])[NH:16][N:15]=3)[N:10]=[C:1]([CH:2]=[CH:3][C:4]3[CH:9]=[CH:8][CH:7]=[CH:6][CH:5]=3)[N:10]=2)=[CH:21][CH:20]=1, predict the reactants needed to synthesize it. The reactants are: [C:1](#[N:10])[CH:2]=[CH:3][C:4]1[CH:9]=[CH:8][CH:7]=[CH:6][CH:5]=1.[CH3:11][C:12]1[NH:16][N:15]=[C:14]([NH2:17])[CH:13]=1.[F:18][C:19]1[CH:25]=[CH:24][C:22]([NH2:23])=[CH:21][CH:20]=1. (2) Given the product [Br:1][C:2]1[CH:11]=[C:10]2[C:5]([CH:6]=[C:7]([NH:12][C:25]([CH:22]3[CH2:24][CH2:23]3)=[O:26])[CH:8]=[N:9]2)=[CH:4][CH:3]=1, predict the reactants needed to synthesize it. The reactants are: [Br:1][C:2]1[CH:11]=[C:10]2[C:5]([CH:6]=[C:7]([NH2:12])[CH:8]=[N:9]2)=[CH:4][CH:3]=1.C(N(C(C)C)C(C)C)C.[CH:22]1([C:25](Cl)=[O:26])[CH2:24][CH2:23]1. (3) Given the product [N:28]([CH2:6][CH2:7][C@@:8]1([C:21]2[CH:26]=[CH:25][C:24]([F:27])=[CH:23][CH:22]=2)[O:13][C:12](=[O:14])[N:11]([C@H:15]([C:17]([CH3:20])([CH3:19])[CH3:18])[CH3:16])[CH2:10][CH2:9]1)=[N+:29]=[N-:30], predict the reactants needed to synthesize it. The reactants are: CS(O[CH2:6][CH2:7][C@@:8]1([C:21]2[CH:26]=[CH:25][C:24]([F:27])=[CH:23][CH:22]=2)[O:13][C:12](=[O:14])[N:11]([C@H:15]([C:17]([CH3:20])([CH3:19])[CH3:18])[CH3:16])[CH2:10][CH2:9]1)(=O)=O.[N-:28]=[N+:29]=[N-:30].[Na+]. (4) Given the product [NH2:27][CH:25]([C:22]1[CH:23]=[CH:24][C:19]([NH:18][C:13]2[N:12]=[C:11]([CH2:10][CH2:9][C:8]3[CH:35]=[CH:36][CH:37]=[CH:38][C:7]=3[C:4]3([C:1]([NH2:2])=[O:3])[CH2:6][CH2:5]3)[C:16]([CH3:17])=[CH:15][N:14]=2)=[CH:20][CH:21]=1)[CH3:26], predict the reactants needed to synthesize it. The reactants are: [C:1]([C:4]1([C:7]2[CH:38]=[CH:37][CH:36]=[CH:35][C:8]=2[CH2:9][CH2:10][C:11]2[C:16]([CH3:17])=[CH:15][N:14]=[C:13]([NH:18][C:19]3[CH:24]=[CH:23][C:22]([CH:25]([NH:27]C(=O)OC(C)(C)C)[CH3:26])=[CH:21][CH:20]=3)[N:12]=2)[CH2:6][CH2:5]1)(=[O:3])[NH2:2].C(O)(C(F)(F)F)=O.